Dataset: Forward reaction prediction with 1.9M reactions from USPTO patents (1976-2016). Task: Predict the product of the given reaction. (1) Given the reactants C([O:4][CH2:5]/[C:6](/[CH3:14])=[CH:7]/[C:8]1[CH:13]=[CH:12][CH:11]=[CH:10][CH:9]=1)C=C.[CH:15]1[CH:20]=CC=C[CH:16]=1, predict the reaction product. The product is: [CH3:14][CH:6]([CH:7]([C:8]1[CH:9]=[CH:10][CH:11]=[CH:12][CH:13]=1)[C:15]([CH3:20])=[CH2:16])[CH:5]=[O:4]. (2) The product is: [C:23]1([C:13]([C:7]2[CH:8]=[CH:9][CH:10]=[CH:11][CH:12]=2)([C:17]2[CH:18]=[CH:19][CH:20]=[CH:21][CH:22]=2)[CH2:14][OH:15])[CH:24]=[CH:25][CH:26]=[CH:27][CH:28]=1. Given the reactants [H-].[H-].[H-].[H-].[Li+].[Al+3].[C:7]1([C:13]([C:23]2[CH:28]=[CH:27][CH:26]=[CH:25][CH:24]=2)([C:17]2[CH:22]=[CH:21][CH:20]=[CH:19][CH:18]=2)[C:14](O)=[O:15])[CH:12]=[CH:11][CH:10]=[CH:9][CH:8]=1, predict the reaction product.